This data is from Catalyst prediction with 721,799 reactions and 888 catalyst types from USPTO. The task is: Predict which catalyst facilitates the given reaction. (1) Reactant: [Br:1][C:2]1[CH:7]=[CH:6][C:5]([OH:8])=[C:4]([Cl:9])[CH:3]=1.CN(C=O)C.C([O-])([O-])=O.[K+].[K+].Cl[C:22]([F:27])([F:26])C(O)=O. Product: [Br:1][C:2]1[CH:7]=[CH:6][C:5]([O:8][CH:22]([F:27])[F:26])=[C:4]([Cl:9])[CH:3]=1. The catalyst class is: 6. (2) Reactant: [CH3:1][NH2:2].O=[C:4]1[O:9][C:8]([C:10]2[CH:15]=[CH:14][CH:13]=[CH:12][C:11]=2[C:16]([F:19])([F:18])[F:17])=[N:7][C:6]2[C:20]([C:24]([NH:26][C:27]3[CH:32]=[CH:31][CH:30]=[CH:29][N:28]=3)=[O:25])=[CH:21][CH:22]=[CH:23][C:5]1=2. Product: [CH3:1][N:2]1[C:4](=[O:9])[C:5]2[C:6](=[C:20]([C:24]([NH:26][C:27]3[CH:32]=[CH:31][CH:30]=[CH:29][N:28]=3)=[O:25])[CH:21]=[CH:22][CH:23]=2)[N:7]=[C:8]1[C:10]1[CH:15]=[CH:14][CH:13]=[CH:12][C:11]=1[C:16]([F:17])([F:18])[F:19]. The catalyst class is: 5. (3) Reactant: [NH:1]1[C:6]2[CH:7]=[CH:8][CH:9]=[CH:10][C:5]=2[C:4](=O)[O:3]C1=O.[Br:13][C:14]1[C:15]([CH3:21])=[C:16]([CH:18]=[CH:19][CH:20]=1)[NH2:17]. Product: [NH2:1][C:6]1[CH:7]=[CH:8][CH:9]=[CH:10][C:5]=1[C:4]([NH:17][C:16]1[CH:18]=[CH:19][CH:20]=[C:14]([Br:13])[C:15]=1[CH3:21])=[O:3]. The catalyst class is: 18.